This data is from Forward reaction prediction with 1.9M reactions from USPTO patents (1976-2016). The task is: Predict the product of the given reaction. (1) Given the reactants [N:1]1[CH:6]=[CH:5][CH:4]=[C:3]([C@@H:7]2[CH2:12][CH2:11][CH2:10][C@H:9]([N:13]3C(=O)C4=CC=CC=C4C3=O)[CH2:8]2)[CH:2]=1, predict the reaction product. The product is: [N:1]1[CH:6]=[CH:5][CH:4]=[C:3]([C@@H:7]2[CH2:12][CH2:11][CH2:10][C@H:9]([NH2:13])[CH2:8]2)[CH:2]=1. (2) Given the reactants [CH:1]1(/[C:6](=[N:18]\[C:19]2[CH:27]=[CH:26][C:22]([C:23](O)=[O:24])=[CH:21][CH:20]=2)/[C:7]2[O:8][C:9]3[CH:16]=[CH:15][C:14]([F:17])=[CH:13][C:10]=3[C:11]=2[CH3:12])[CH2:5][CH2:4][CH2:3][CH2:2]1.Cl.[CH2:29]([O:31][C:32](=[O:36])[CH2:33][CH2:34][NH2:35])[CH3:30].O.ON1C2C=CC=CC=2N=N1.Cl.C(N=C=NCCCN(C)C)C.[Cl-].[NH4+], predict the reaction product. The product is: [CH:1]1([CH:6]([NH:18][C:19]2[CH:20]=[CH:21][C:22]([C:23]([NH:35][CH2:34][CH2:33][C:32]([O:31][CH2:29][CH3:30])=[O:36])=[O:24])=[CH:26][CH:27]=2)[C:7]2[O:8][C:9]3[CH:16]=[CH:15][C:14]([F:17])=[CH:13][C:10]=3[C:11]=2[CH3:12])[CH2:2][CH2:3][CH2:4][CH2:5]1. (3) Given the reactants [N:1]1[CH:6]=[CH:5][CH:4]=[C:3]([O:7][C:8]2[CH:9]=[CH:10][C:11]3[C:12]4[N:26](COCC[Si](C)(C)C)[N:25]=[CH:24][C:13]=4[C:14](=[O:23])[N:15]([CH2:18][C:19]([F:22])([F:21])[F:20])[C:16]=3[CH:17]=2)[CH:2]=1.FC(F)(F)CN1C2C3C=CC=CC=3NC(=O)C=2CN1COCC[Si](C)(C)C.[ClH:62], predict the reaction product. The product is: [ClH:62].[N:1]1[CH:6]=[CH:5][CH:4]=[C:3]([O:7][C:8]2[CH:9]=[CH:10][C:11]3[C:12]4[C:13](=[CH:24][NH:25][N:26]=4)[C:14](=[O:23])[N:15]([CH2:18][C:19]([F:20])([F:21])[F:22])[C:16]=3[CH:17]=2)[CH:2]=1. (4) Given the reactants [CH:1]1[C:13]2[CH2:12][C:11]3[C:6](=[CH:7][CH:8]=[CH:9][CH:10]=3)[C:5]=2[CH:4]=[CH:3][CH:2]=1.C(Cl)(Cl)(Cl)Cl.[Br:19]Br, predict the reaction product. The product is: [Br:19][CH:12]1[C:11]2[CH:10]=[CH:9][CH:8]=[CH:7][C:6]=2[C:5]2[C:13]1=[CH:1][CH:2]=[CH:3][CH:4]=2. (5) The product is: [C:1]12([NH:11][CH2:18][C:13]3[CH:14]=[CH:15][CH:16]=[CH:17][N:12]=3)[CH2:8][CH:7]3[CH2:6][CH:5]([CH2:4][CH:3]([CH2:9]3)[CH2:2]1)[CH2:10]2. Given the reactants [C:1]12([NH2:11])[CH2:10][CH:5]3[CH2:6][CH:7]([CH2:9][CH:3]([CH2:4]3)[CH2:2]1)[CH2:8]2.[N:12]1[CH:17]=[CH:16][CH:15]=[CH:14][C:13]=1[CH:18]=O, predict the reaction product. (6) Given the reactants [Br:1][C:2]1[C:3]([O:23][CH3:24])=[C:4]([C:9]([CH2:12][S:13](C2C=CC=CC=2O)(=[O:15])=[O:14])=[CH:10][CH:11]=1)[C:5]([O:7][CH3:8])=[O:6].[CH:25]12[CH:31](SCC3C(C(OC)=O)=C(OC)C(Br)=CC=3)[CH:28]([CH2:29][CH2:30]1)[CH2:27][CH2:26]2, predict the reaction product. The product is: [CH:25]12[CH:31]([S:13]([CH2:12][C:9]3[C:4]([C:5]([O:7][CH3:8])=[O:6])=[C:3]([O:23][CH3:24])[C:2]([Br:1])=[CH:11][CH:10]=3)(=[O:14])=[O:15])[CH:28]([CH2:29][CH2:30]1)[CH2:27][CH2:26]2.